Dataset: M1 muscarinic receptor agonist screen with 61,833 compounds. Task: Binary Classification. Given a drug SMILES string, predict its activity (active/inactive) in a high-throughput screening assay against a specified biological target. (1) The molecule is O1C(CC(=O)NCCCN2CCCCC2)C(=O)Nc2c1ccc(c2)C. The result is 0 (inactive). (2) The drug is O=C(NC12CC3CC(C2)CC(C1)C3)CNCCOC. The result is 0 (inactive).